Dataset: Reaction yield outcomes from USPTO patents with 853,638 reactions. Task: Predict the reaction yield, written as a fraction of the theoretical maximum amount of product (1.0 means a 100% yield; for example, 0.34 means a 34% yield). (1) The reactants are [C:1]([O:5][C:6]([NH:8][C@@H:9]([CH3:24])[CH2:10][N:11]1[C:19]2[C:14](=[CH:15][CH:16]=[C:17]3[CH:23]=[CH:22][CH:21]=[CH:20][C:18]3=2)[CH:13]=[CH:12]1)=[O:7])([CH3:4])([CH3:3])[CH3:2].C([BH3-])#N.[Na+]. The product is [C:1]([O:5][C:6]([NH:8][C@@H:9]([CH3:24])[CH2:10][N:11]1[C:19]2[C:14](=[CH:15][CH:16]=[C:17]3[CH:23]=[CH:22][CH:21]=[CH:20][C:18]3=2)[CH2:13][CH2:12]1)=[O:7])([CH3:4])([CH3:2])[CH3:3]. The yield is 0.490. The catalyst is C(O)(=O)C. (2) The reactants are [F:1][C:2]([F:22])([F:21])[C:3]([C:9]1[CH:14]=[CH:13][C:12]([NH:15][CH2:16][C:17]([F:20])([F:19])[F:18])=[CH:11][CH:10]=1)([OH:8])[C:4]([F:7])([F:6])[F:5].[Cl:23][C:24]1[CH:34]=[CH:33][C:27]2[S:28][C:29]([CH2:31]Cl)=[CH:30][C:26]=2[CH:25]=1. The catalyst is CC(O)(C)C. The product is [Cl:23][C:24]1[CH:34]=[CH:33][C:27]2[S:28][C:29]([CH2:31][N:15]([CH2:16][C:17]([F:19])([F:18])[F:20])[C:12]3[CH:11]=[CH:10][C:9]([C:3]([OH:8])([C:4]([F:7])([F:6])[F:5])[C:2]([F:21])([F:22])[F:1])=[CH:14][CH:13]=3)=[CH:30][C:26]=2[CH:25]=1. The yield is 0.190. (3) The reactants are CN(C)C=O.[F:6][C:7]1[CH:14]=[C:13]([OH:15])[CH:12]=[CH:11][C:8]=1[CH:9]=[O:10].[H-].[Na+].Cl[CH2:19][C:20]1[CH:25]=[CH:24][C:23]([F:26])=[CH:22][N:21]=1. The catalyst is O. The product is [F:6][C:7]1[CH:14]=[C:13]([O:15][CH2:19][C:20]2[CH:25]=[CH:24][C:23]([F:26])=[CH:22][N:21]=2)[CH:12]=[CH:11][C:8]=1[CH:9]=[O:10]. The yield is 0.422. (4) The reactants are [Cl:1][C:2]1[CH:3]=[C:4]([CH:9]=[CH:10][C:11]=1[C:12]1[N:16]=[C:15]([C:17]2[N:18]=[C:19]3[C:24]([Cl:25])=[CH:23][C:22]([C:26]([F:29])([F:28])[F:27])=[CH:21][N:20]3[CH:30]=2)[O:14][N:13]=1)[O:5][CH2:6][CH:7]=O.[NH3:31].C(O)(=O)C.[C-:36]#[N:37].[Na+]. The catalyst is CO. The product is [NH2:31][CH:7]([CH2:6][O:5][C:4]1[CH:9]=[CH:10][C:11]([C:12]2[N:16]=[C:15]([C:17]3[N:18]=[C:19]4[C:24]([Cl:25])=[CH:23][C:22]([C:26]([F:28])([F:27])[F:29])=[CH:21][N:20]4[CH:30]=3)[O:14][N:13]=2)=[C:2]([Cl:1])[CH:3]=1)[C:36]#[N:37]. The yield is 0.680. (5) The reactants are [Li+].CC([N-]C(C)C)C.[C:9]([O:14][CH2:15][CH3:16])(=[O:13])[CH:10]([CH3:12])[CH3:11].Br[CH2:18][CH2:19][CH2:20][CH2:21][CH2:22][CH2:23][Br:24].[NH4+].[Cl-]. The catalyst is C1COCC1.CN1C(=O)N(C)CCC1. The product is [Br:24][CH2:23][CH2:22][CH2:21][CH2:20][CH2:19][CH2:18][C:10]([CH3:12])([CH3:11])[C:9]([O:14][CH2:15][CH3:16])=[O:13]. The yield is 0.520.